Task: Predict the reaction yield, written as a fraction of the theoretical maximum amount of product (1.0 means a 100% yield; for example, 0.34 means a 34% yield).. Dataset: Reaction yield outcomes from USPTO patents with 853,638 reactions (1) The reactants are [Cl:1][C:2]1[CH:7]=[CH:6][C:5]([N:8]=[C:9]=[O:10])=[CH:4][C:3]=1[C:11]([F:14])([F:13])[F:12].[CH3:15][NH:16][C:17]([C:19]1[CH:24]=[C:23]([O:25][C:26]2[CH:32]=[CH:31][C:29]([NH2:30])=[CH:28][CH:27]=2)[CH:22]=[CH:21][N:20]=1)=[O:18]. The product is [Cl:1][C:2]1[CH:7]=[CH:6][C:5]([NH:8][C:9]([NH:30][C:29]2[CH:28]=[CH:27][C:26]([O:25][C:23]3[CH:22]=[CH:21][N:20]=[C:19]([C:17](=[O:18])[NH:16][CH3:15])[CH:24]=3)=[CH:32][CH:31]=2)=[O:10])=[CH:4][C:3]=1[C:11]([F:12])([F:13])[F:14]. The catalyst is C(Cl)Cl. The yield is 0.930. (2) The reactants are S(O)(O)(=O)=O.[C:6](=[NH:10])([O:8][CH3:9])[NH2:7].C[O-].[Na+].[C:14]([C:16]1[CH:21]=[CH:20][CH:19]=[CH:18][C:17]=1[C:22]1[CH:27]=[CH:26][C:25]([CH2:28][CH:29]([C:35](=O)[CH2:36][CH2:37][CH3:38])[C:30](OCC)=[O:31])=[CH:24][CH:23]=1)#[N:15]. The catalyst is CO. The product is [CH3:9][O:8][C:6]1[NH:7][C:30](=[O:31])[C:29]([CH2:28][C:25]2[CH:26]=[CH:27][C:22]([C:17]3[C:16]([C:14]#[N:15])=[CH:21][CH:20]=[CH:19][CH:18]=3)=[CH:23][CH:24]=2)=[C:35]([CH2:36][CH2:37][CH3:38])[N:10]=1. The yield is 0.160. (3) The reactants are [CH2:1]([N:5]([S:15]([C:18]1[CH:23]=[CH:22][C:21]([N+:24]([O-:26])=[O:25])=[CH:20][CH:19]=1)(=[O:17])=[O:16])[C@H:6]([C:12]([OH:14])=[O:13])[CH2:7][CH2:8][CH2:9][CH2:10][NH2:11])[CH:2]([CH3:4])[CH3:3].[N+:27]([C:30]1[CH:31]=[C:32]([CH:38]=[CH:39][CH:40]=1)[CH:33]=[CH:34][C:35](O)=[O:36])([O-:29])=[O:28]. No catalyst specified. The product is [CH2:1]([N:5]([S:15]([C:18]1[CH:23]=[CH:22][C:21]([N+:24]([O-:26])=[O:25])=[CH:20][CH:19]=1)(=[O:17])=[O:16])[C@H:6]([C:12]([OH:14])=[O:13])[CH2:7][CH2:8][CH2:9][CH2:10][NH:11][C:35](=[O:36])[CH:34]=[CH:33][C:32]1[CH:38]=[CH:39][CH:40]=[C:30]([N+:27]([O-:29])=[O:28])[CH:31]=1)[CH:2]([CH3:4])[CH3:3]. The yield is 0.520. (4) The reactants are Br[C:2]1[CH:3]=[CH:4][C:5]([S:8]([NH:11][C:12]2[CH:21]=[CH:20][C:15]([C:16]([O:18][CH3:19])=[O:17])=[C:14]([F:22])[CH:13]=2)(=[O:10])=[O:9])=[N:6][CH:7]=1.[N:23]1[CH:28]=[C:27](B(O)O)[CH:26]=[N:25][CH:24]=1.C(=O)([O-])[O-].[Na+].[Na+].C(OCC)(=O)C. The catalyst is CN(C=O)C.O.C1C=CC(P(C2C=CC=CC=2)[C-]2C=CC=C2)=CC=1.C1C=CC(P(C2C=CC=CC=2)[C-]2C=CC=C2)=CC=1.Cl[Pd]Cl.[Fe+2]. The product is [F:22][C:14]1[CH:13]=[C:12]([NH:11][S:8]([C:5]2[CH:4]=[CH:3][C:2]([C:27]3[CH:28]=[N:23][CH:24]=[N:25][CH:26]=3)=[CH:7][N:6]=2)(=[O:10])=[O:9])[CH:21]=[CH:20][C:15]=1[C:16]([O:18][CH3:19])=[O:17]. The yield is 0.550.